From a dataset of Reaction yield outcomes from USPTO patents with 853,638 reactions. Predict the reaction yield, written as a fraction of the theoretical maximum amount of product (1.0 means a 100% yield; for example, 0.34 means a 34% yield). (1) The reactants are [F:1][C:2]1[CH:18]=[C:17]([N+:19]([O-:21])=[O:20])[CH:16]=[CH:15][C:3]=1[O:4][C:5]1[CH:10]=[CH:9][N:8]=[C:7]2[CH:11]=[C:12](I)[S:13][C:6]=12.[CH:22]([C:24]1[O:28][C:27](B(O)O)=[CH:26][CH:25]=1)=[O:23].C([O-])([O-])=O.[Na+].[Na+]. The catalyst is COCCOC.C(O)C.O.Cl[Pd](Cl)([P](C1C=CC=CC=1)(C1C=CC=CC=1)C1C=CC=CC=1)[P](C1C=CC=CC=1)(C1C=CC=CC=1)C1C=CC=CC=1. The product is [F:1][C:2]1[CH:18]=[C:17]([N+:19]([O-:21])=[O:20])[CH:16]=[CH:15][C:3]=1[O:4][C:5]1[CH:10]=[CH:9][N:8]=[C:7]2[CH:11]=[C:12]([C:27]3[O:28][C:24]([CH:22]=[O:23])=[CH:25][CH:26]=3)[S:13][C:6]=12. The yield is 0.840. (2) The reactants are [Si:1]([O:8][CH2:9][C:10]1[CH:11]=[C:12]([NH2:16])[CH:13]=[N:14][CH:15]=1)([C:4]([CH3:7])([CH3:6])[CH3:5])([CH3:3])[CH3:2].[C:17]1([O:23][C:24](Cl)=[O:25])[CH:22]=[CH:21][CH:20]=[CH:19][CH:18]=1.N1C=CC=CC=1. The catalyst is O1CCCC1.C(#N)C.C(OC(=O)C)C. The product is [Si:1]([O:8][CH2:9][C:10]1[CH:11]=[C:12]([NH:16][C:24](=[O:25])[O:23][C:17]2[CH:22]=[CH:21][CH:20]=[CH:19][CH:18]=2)[CH:13]=[N:14][CH:15]=1)([C:4]([CH3:7])([CH3:6])[CH3:5])([CH3:3])[CH3:2]. The yield is 0.860. (3) The reactants are Cl.Cl.[NH:3]1[CH2:6][CH:5]([C:7]2[C:8]([O:28][CH2:29][CH3:30])=[C:9]([CH:15]([N:17]3[C:21]4=[N:22][CH:23]=[N:24][C:25]([NH2:26])=[C:20]4[C:19]([CH3:27])=[N:18]3)[CH3:16])[CH:10]=[C:11]([Cl:14])[C:12]=2[F:13])[CH2:4]1.C(N(CC)CC)C.FC(F)(F)S(O[CH2:44][C:45]([F:48])([F:47])[F:46])(=O)=O. The catalyst is ClCCl. The product is [Cl:14][C:11]1[C:12]([F:13])=[C:7]([CH:5]2[CH2:4][N:3]([CH2:44][C:45]([F:48])([F:47])[F:46])[CH2:6]2)[C:8]([O:28][CH2:29][CH3:30])=[C:9]([CH:15]([N:17]2[C:21]3=[N:22][CH:23]=[N:24][C:25]([NH2:26])=[C:20]3[C:19]([CH3:27])=[N:18]2)[CH3:16])[CH:10]=1. The yield is 0.190. (4) The reactants are [CH3:1][C:2]1[CH:7]=[CH:6][N:5]=[CH:4][C:3]=1[N:8]1[CH2:12][CH2:11][NH:10][C:9]1=[O:13].[F:14][C:15]1[CH:20]=[CH:19][C:18]([C:21]2[CH:26]=[CH:25][C:24](I)=[CH:23][CH:22]=2)=[CH:17][CH:16]=1.N[C@@H]1CCCC[C@H]1N.P([O-])([O-])([O-])=O.[K+].[K+].[K+]. The catalyst is [Cu](I)I.O1CCOCC1. The product is [F:14][C:15]1[CH:16]=[CH:17][C:18]([C:21]2[CH:26]=[CH:25][C:24]([N:10]3[CH2:11][CH2:12][N:8]([C:3]4[CH:4]=[N:5][CH:6]=[CH:7][C:2]=4[CH3:1])[C:9]3=[O:13])=[CH:23][CH:22]=2)=[CH:19][CH:20]=1. The yield is 0.123.